From a dataset of Reaction yield outcomes from USPTO patents with 853,638 reactions. Predict the reaction yield, written as a fraction of the theoretical maximum amount of product (1.0 means a 100% yield; for example, 0.34 means a 34% yield). (1) The reactants are [NH2:1][C:2]1[C:7]([NH2:8])=[C:6]([NH:9][C@@H:10]2[C@@H:15]3[CH2:16][C@@H:12]([CH:13]=[CH:14]3)[C@@H:11]2[C:17]([NH2:19])=[O:18])[CH:5]=[CH:4][N:3]=1.[CH3:20][N:21]([CH3:30])[C:22]1[CH:23]=[C:24]([CH:27]=[CH:28][CH:29]=1)[CH:25]=O.C([O-])(=O)C.[NH4+]. The catalyst is C(O)C. The product is [CH3:20][N:21]([CH3:30])[C:22]1[CH:23]=[C:24]([C:25]2[NH:1][C:2]3=[N:3][CH:4]=[CH:5][C:6]([NH:9][C@@H:10]4[C@@H:15]5[CH2:16][C@@H:12]([CH:13]=[CH:14]5)[C@@H:11]4[C:17]([NH2:19])=[O:18])=[C:7]3[N:8]=2)[CH:27]=[CH:28][CH:29]=1. The yield is 0.370. (2) The reactants are ClC(Cl)(O[C:5](=[O:11])OC(Cl)(Cl)Cl)Cl.[CH3:13][C:14]1[CH:19]=[C:18]([C:20]2[CH:21]=[CH:22][C:23]3[N:29]4[CH2:30][C@H:26]([CH2:27][CH2:28]4)[NH:25][C:24]=3[N:31]=2)[CH:17]=[CH:16][N:15]=1.C(N(CC)CC)C.Cl.[NH:40]1[CH:44]=[C:43]([NH2:45])[N:42]=[N:41]1. The catalyst is O1CCCC1. The product is [CH3:13][C:14]1[CH:19]=[C:18]([C:20]2[CH:21]=[CH:22][C:23]3[N:29]4[CH2:30][C@H:26]([CH2:27][CH2:28]4)[N:25]([C:5]([NH:45][C:43]4[N:42]=[N:41][NH:40][CH:44]=4)=[O:11])[C:24]=3[N:31]=2)[CH:17]=[CH:16][N:15]=1. The yield is 0.282. (3) The reactants are [CH3:1][O:2][C:3]1[CH:8]=[CH:7][CH:6]=[CH:5][C:4]=1[C:9]1[C:17]2[C:12](=[N:13][CH:14]=[C:15]([C:18]3[CH:19]=[C:20]([CH:24]=[CH:25][CH:26]=3)[C:21]([OH:23])=O)[CH:16]=2)[NH:11][N:10]=1.F[P-](F)(F)(F)(F)F.N1(OC(N(C)C)=[N+](C)C)C2N=CC=CC=2N=N1.[CH3:51][N:52]([CH3:61])[CH2:53][CH2:54][N:55]1[CH2:60][CH2:59][NH:58][CH2:57][CH2:56]1.C(=O)([O-])[O-].[Na+].[Na+]. The catalyst is C(#N)C.CO.ClCCl. The product is [CH3:51][N:52]([CH3:61])[CH2:53][CH2:54][N:55]1[CH2:60][CH2:59][N:58]([C:21]([C:20]2[CH:24]=[CH:25][CH:26]=[C:18]([C:15]3[CH:16]=[C:17]4[C:9]([C:4]5[CH:5]=[CH:6][CH:7]=[CH:8][C:3]=5[O:2][CH3:1])=[N:10][NH:11][C:12]4=[N:13][CH:14]=3)[CH:19]=2)=[O:23])[CH2:57][CH2:56]1. The yield is 0.420. (4) The reactants are P(Cl)(Cl)(Cl)(Cl)[Cl:2].O[C:8]([C:14]1[CH:19]=[CH:18][C:17]([N+:20]([O-:22])=[O:21])=[CH:16][CH:15]=1)=[C:9]([C:12]#[N:13])[C:10]#[N:11]. The catalyst is ClCCl. The product is [Cl:2][C:8]([C:14]1[CH:19]=[CH:18][C:17]([N+:20]([O-:22])=[O:21])=[CH:16][CH:15]=1)=[C:9]([C:12]#[N:13])[C:10]#[N:11]. The yield is 0.570. (5) The reactants are [C:1]([C:5]1[CH:25]=[C:24]([F:26])[CH:23]=[CH:22][C:6]=1[O:7][CH2:8][CH:9]1[CH2:13][CH2:12][N:11]([C:14](=[O:21])[CH2:15][C:16]([O:18]CC)=[O:17])[CH2:10]1)([CH3:4])([CH3:3])[CH3:2].[OH-].[Li+].Cl. The catalyst is C1COCC1. The product is [C:1]([C:5]1[CH:25]=[C:24]([F:26])[CH:23]=[CH:22][C:6]=1[O:7][CH2:8][CH:9]1[CH2:13][CH2:12][N:11]([C:14](=[O:21])[CH2:15][C:16]([OH:18])=[O:17])[CH2:10]1)([CH3:4])([CH3:2])[CH3:3]. The yield is 0.980.